Predict which catalyst facilitates the given reaction. From a dataset of Catalyst prediction with 721,799 reactions and 888 catalyst types from USPTO. (1) Reactant: [CH2:1]([N:8]1[C:16]2[C:15](=[O:17])[NH:14][C:13](=[O:18])[NH:12][C:11]=2[N:10]=[CH:9]1)[C:2]1[CH:7]=[CH:6][CH:5]=[CH:4][CH:3]=1.C(=O)([O-])[O-].[K+].[K+].CN(C)C=O.Br[CH2:31][C:32]([O:34][CH2:35][CH3:36])=[O:33]. Product: [CH2:35]([O:34][C:32](=[O:33])[CH2:31][N:12]1[C:11]2[N:10]=[CH:9][N:8]([CH2:1][C:2]3[CH:7]=[CH:6][CH:5]=[CH:4][CH:3]=3)[C:16]=2[C:15](=[O:17])[NH:14][C:13]1=[O:18])[CH3:36]. The catalyst class is: 84. (2) Reactant: [NH2:1][C:2]1[N:10]=[CH:9][N:8]=[C:7]2[C:3]=1[N:4]=[CH:5][N:6]2[C@H:11]1[C@@H:15]2[O:16][C:17]([CH3:20])([CH3:19])[O:18][C@@H:14]2[C@@H:13]([CH2:21][N:22]([CH:37]([CH3:39])[CH3:38])[CH2:23][CH2:24][CH2:25][CH2:26][C:27]([O:29]CC2C=CC=CC=2)=[O:28])[O:12]1. Product: [NH2:1][C:2]1[N:10]=[CH:9][N:8]=[C:7]2[C:3]=1[N:4]=[CH:5][N:6]2[C@H:11]1[C@@H:15]2[O:16][C:17]([CH3:20])([CH3:19])[O:18][C@@H:14]2[C@@H:13]([CH2:21][N:22]([CH:37]([CH3:39])[CH3:38])[CH2:23][CH2:24][CH2:25][CH2:26][C:27]([OH:29])=[O:28])[O:12]1. The catalyst class is: 19.